Dataset: Full USPTO retrosynthesis dataset with 1.9M reactions from patents (1976-2016). Task: Predict the reactants needed to synthesize the given product. (1) Given the product [F:8][C:4]1[CH:5]=[CH:6][CH:7]=[CH:2][C:3]=1[C:9]1[NH:10][C:11]2[C:16]([CH:17]=1)=[CH:15][C:14]([C:18]1[CH:22]=[N:59][C:58]([O:57][CH3:56])=[CH:63][C:62]=1[CH3:61])=[CH:13][CH:12]=2, predict the reactants needed to synthesize it. The reactants are: F[C:2]1[CH:7]=[CH:6][CH:5]=[C:4]([F:8])[C:3]=1[C:9]1[NH:10][C:11]2[C:16]([CH:17]=1)=[CH:15][C:14]([C:18]1N(C)N=C(C3C=NC=CC=3)[CH:22]=1)=[CH:13][CH:12]=2.C1(S(N2C3C(=CC(Br)=CC=3)C=C2C2C=CC=CC=2F)(=O)=O)C=CC=CC=1.[CH3:56][O:57][C:58]1[CH:63]=[C:62](C)[C:61](B(O)O)=C[N:59]=1. (2) The reactants are: [OH:1][CH:2]([C:15]1[CH:20]=[CH:19][C:18]([N+:21]([O-:23])=[O:22])=[CH:17][CH:16]=1)[CH2:3][NH:4][S:5]([C:8]1[CH:13]=[CH:12][C:11]([CH3:14])=[CH:10][CH:9]=1)(=[O:7])=[O:6].[H-].[Na+].FC(F)(F)S([O-])(=O)=O.Br[CH2:35][CH2:36][S+](C1C=CC=CC=1)C1C=CC=CC=1.[Cl-].[NH4+]. Given the product [N+:21]([C:18]1[CH:19]=[CH:20][C:15]([CH:2]2[O:1][CH2:36][CH2:35][N:4]([S:5]([C:8]3[CH:9]=[CH:10][C:11]([CH3:14])=[CH:12][CH:13]=3)(=[O:7])=[O:6])[CH2:3]2)=[CH:16][CH:17]=1)([O-:23])=[O:22], predict the reactants needed to synthesize it. (3) Given the product [Cl:25][C:21]1[C:20]([F:26])=[C:19]([C@H:17]2[CH2:18][N:14]([C:12]([NH:11][C:8]3[CH:7]=[CH:6][C:5]([C:4]([OH:42])=[O:3])=[CH:10][CH:9]=3)=[O:13])[C@@H:15]([CH2:37][C:38]([CH3:41])([CH3:40])[CH3:39])[C@@:16]2([C:29]2[CH:34]=[CH:33][C:32]([Cl:35])=[CH:31][C:30]=2[F:36])[C:27]#[N:28])[CH:24]=[CH:23][CH:22]=1, predict the reactants needed to synthesize it. The reactants are: C([O:3][C:4](=[O:42])[C:5]1[CH:10]=[CH:9][C:8]([NH:11][C:12]([N:14]2[CH2:18][C@H:17]([C:19]3[CH:24]=[CH:23][CH:22]=[C:21]([Cl:25])[C:20]=3[F:26])[C@:16]([C:29]3[CH:34]=[CH:33][C:32]([Cl:35])=[CH:31][C:30]=3[F:36])([C:27]#[N:28])[C@@H:15]2[CH2:37][C:38]([CH3:41])([CH3:40])[CH3:39])=[O:13])=[CH:7][CH:6]=1)C.[OH-].[Na+].Cl. (4) Given the product [C:1]([C:5]1[CH:26]=[C:25]([F:27])[CH:24]=[CH:23][C:6]=1[O:7][CH:8]1[CH2:11][N:10]([C:12]([C:14]2[CH:19]=[CH:18][C:17]([C:20]([OH:22])([CH3:28])[CH3:21])=[CH:16][CH:15]=2)=[O:13])[CH2:9]1)([CH3:2])([CH3:3])[CH3:4], predict the reactants needed to synthesize it. The reactants are: [C:1]([C:5]1[CH:26]=[C:25]([F:27])[CH:24]=[CH:23][C:6]=1[O:7][CH:8]1[CH2:11][N:10]([C:12]([C:14]2[CH:19]=[CH:18][C:17]([C:20](=[O:22])[CH3:21])=[CH:16][CH:15]=2)=[O:13])[CH2:9]1)([CH3:4])([CH3:3])[CH3:2].[CH3:28][Mg]I. (5) Given the product [CH3:21][O:20][CH2:19][CH2:18][N:1]1[CH2:2][CH2:3][CH:4]([O:7][C:8]2[CH:9]=[C:10]3[C:14](=[CH:15][CH:16]=2)[NH:13][N:12]=[CH:11]3)[CH2:5][CH2:6]1, predict the reactants needed to synthesize it. The reactants are: [NH:1]1[CH2:6][CH2:5][CH:4]([O:7][C:8]2[CH:9]=[C:10]3[C:14](=[CH:15][CH:16]=2)[NH:13][N:12]=[CH:11]3)[CH2:3][CH2:2]1.Br[CH2:18][CH2:19][O:20][CH3:21].C(=O)([O-])[O-].[K+].[K+].C(=O)([O-])O.[Na+]. (6) Given the product [Br:1][C:2]1[CH:7]=[CH:6][C:5]([S:10]([Cl:9])(=[O:12])=[O:11])=[C:4]([CH3:8])[CH:3]=1, predict the reactants needed to synthesize it. The reactants are: [Br:1][C:2]1[CH:7]=[CH:6][CH:5]=[C:4]([CH3:8])[CH:3]=1.[Cl:9][S:10](O)(=[O:12])=[O:11]. (7) Given the product [F:41][C:38]([F:39])([F:40])[O:37][C:33]1[CH:32]=[C:31]([C:23]([C:19]2[CH:20]=[CH:21][CH:22]=[C:17]([O:16][C:15]([F:43])([F:42])[F:14])[CH:18]=2)=[N:24][S@@:25]([C:27]([CH3:30])([CH3:29])[CH3:28])=[O:26])[CH:36]=[CH:35][CH:34]=1.[C:8]([CH2:7][C:23]([NH:24][S:25]([C:27]([CH3:30])([CH3:29])[CH3:28])=[O:26])([C:19]1[CH:20]=[CH:21][CH:22]=[C:17]([O:16][C:15]([F:14])([F:42])[F:43])[CH:18]=1)[C:31]1[CH:36]=[CH:35][CH:34]=[C:33]([O:37][C:38]([F:41])([F:40])[F:39])[CH:32]=1)#[N:10], predict the reactants needed to synthesize it. The reactants are: CC(OC)=O.[Li+].[CH3:7][CH:8]([N-:10]C(C)C)C.[F:14][C:15]([F:43])([F:42])[O:16][C:17]1[CH:18]=[C:19]([C:23]([C:31]2[CH:36]=[CH:35][CH:34]=[C:33]([O:37][C:38]([F:41])([F:40])[F:39])[CH:32]=2)=[N:24][S@@:25]([C:27]([CH3:30])([CH3:29])[CH3:28])=[O:26])[CH:20]=[CH:21][CH:22]=1.[NH4+].[Cl-].